This data is from NCI-60 drug combinations with 297,098 pairs across 59 cell lines. The task is: Regression. Given two drug SMILES strings and cell line genomic features, predict the synergy score measuring deviation from expected non-interaction effect. Drug 1: C1=CC(=CC=C1CCC2=CNC3=C2C(=O)NC(=N3)N)C(=O)NC(CCC(=O)O)C(=O)O. Drug 2: C1=CN(C(=O)N=C1N)C2C(C(C(O2)CO)O)O.Cl. Cell line: SR. Synergy scores: CSS=37.2, Synergy_ZIP=-11.4, Synergy_Bliss=-15.3, Synergy_Loewe=-15.8, Synergy_HSA=-10.2.